Predict which catalyst facilitates the given reaction. From a dataset of Catalyst prediction with 721,799 reactions and 888 catalyst types from USPTO. (1) Reactant: Br[CH2:2][CH2:3][C:4]1[CH:9]=[CH:8][CH:7]=[CH:6][CH:5]=1.Cl.O.[NH:12]1[CH2:17][CH2:16][CH2:15][CH2:14][C:13]1=O.C(=O)([O-])[O-:20].[Cs+].[Cs+]. Product: [CH2:2]([N:12]1[CH2:17][CH2:16][C:15](=[O:20])[CH2:14][CH2:13]1)[CH2:3][C:4]1[CH:9]=[CH:8][CH:7]=[CH:6][CH:5]=1. The catalyst class is: 10. (2) Reactant: [N+:1]([C:4]1[CH:5]=[C:6]([N:10]2[CH2:15][CH2:14][NH:13][CH2:12][CH2:11]2)[CH:7]=[CH:8][CH:9]=1)([O-:3])=[O:2].Cl.C(=O)([O-])[O-].[K+].[K+].[F:23][CH2:24][CH2:25][CH2:26]I. Product: [F:23][CH2:24][CH2:25][CH2:26][N:13]1[CH2:14][CH2:15][N:10]([C:6]2[CH:7]=[CH:8][CH:9]=[C:4]([N+:1]([O-:3])=[O:2])[CH:5]=2)[CH2:11][CH2:12]1. The catalyst class is: 47.